This data is from Ames mutagenicity test results for genotoxicity prediction. The task is: Regression/Classification. Given a drug SMILES string, predict its toxicity properties. Task type varies by dataset: regression for continuous values (e.g., LD50, hERG inhibition percentage) or binary classification for toxic/non-toxic outcomes (e.g., AMES mutagenicity, cardiotoxicity, hepatotoxicity). Dataset: ames. (1) The molecule is COc1ccc(-c2nc(-c3ccc(OC)cc3)c(-c3ccc(OC)cc3)[nH]2)cc1. The result is 1 (mutagenic). (2) The compound is Cc1cc(S(=O)(=O)O)c2c(C)ccc(C(C)C)cc1-2. The result is 0 (non-mutagenic). (3) The compound is C=C(C)C1CC=C(C=O)CC1. The result is 0 (non-mutagenic). (4) The compound is C=CCN(CC=C)N=O. The result is 1 (mutagenic). (5) The compound is N=C(N)c1ccc(-c2cc3ccc(C(=N)N)cc3[nH]2)cc1. The result is 0 (non-mutagenic). (6) The compound is Nc1nc(N)nc(Cl)n1. The result is 0 (non-mutagenic). (7) The drug is CCOP(=O)(OCC)OCC. The result is 0 (non-mutagenic). (8) The molecule is N#CCCC#N. The result is 0 (non-mutagenic). (9) The compound is O=C1c2cc([N+](=O)[O-])ccc2-c2ccc([N+](=O)[O-])cc21. The result is 1 (mutagenic).